From a dataset of Full USPTO retrosynthesis dataset with 1.9M reactions from patents (1976-2016). Predict the reactants needed to synthesize the given product. (1) Given the product [CH3:13][C:10]1([CH3:14])[CH2:11][CH2:12][N:8]([C:4]2[CH:5]=[CH:6][CH:7]=[C:2]([B:24]3[O:28][C:27]([CH3:30])([CH3:29])[C:26]([CH3:32])([CH3:31])[O:25]3)[CH:3]=2)[CH2:9]1, predict the reactants needed to synthesize it. The reactants are: Br[C:2]1[CH:3]=[C:4]([N:8]2[CH2:12][CH2:11][C:10]([CH3:14])([CH3:13])[CH2:9]2)[CH:5]=[CH:6][CH:7]=1.C([Li])(C)(C)C.C(O[B:24]1[O:28][C:27]([CH3:30])([CH3:29])[C:26]([CH3:32])([CH3:31])[O:25]1)(C)C. (2) The reactants are: [CH3:1][C:2]([C:5]1[S:6][C:7]([C:18]2[CH:23]=[CH:22][N:21]=[C:20]([CH3:24])[N:19]=2)=[C:8]([C:10]2[C:11]([F:17])=[C:12]([CH:14]=[CH:15][CH:16]=2)[NH2:13])[N:9]=1)([CH3:4])[CH3:3].[F:25][C:26]1[CH:27]=[C:28]([S:32](Cl)(=[O:34])=[O:33])[CH:29]=[CH:30][CH:31]=1.N1C=CC=CC=1. Given the product [CH3:4][C:2]([C:5]1[S:6][C:7]([C:18]2[CH:23]=[CH:22][N:21]=[C:20]([CH3:24])[N:19]=2)=[C:8]([C:10]2[C:11]([F:17])=[C:12]([NH:13][S:32]([C:28]3[CH:29]=[CH:30][CH:31]=[C:26]([F:25])[CH:27]=3)(=[O:34])=[O:33])[CH:14]=[CH:15][CH:16]=2)[N:9]=1)([CH3:1])[CH3:3], predict the reactants needed to synthesize it.